This data is from Peptide-MHC class I binding affinity with 185,985 pairs from IEDB/IMGT. The task is: Regression. Given a peptide amino acid sequence and an MHC pseudo amino acid sequence, predict their binding affinity value. This is MHC class I binding data. (1) The peptide sequence is ILSPTAPSV. The MHC is HLA-A02:01 with pseudo-sequence HLA-A02:01. The binding affinity (normalized) is 0.832. (2) The peptide sequence is KQPNRPLFI. The MHC is HLA-A69:01 with pseudo-sequence HLA-A69:01. The binding affinity (normalized) is 0.0847.